Dataset: Full USPTO retrosynthesis dataset with 1.9M reactions from patents (1976-2016). Task: Predict the reactants needed to synthesize the given product. (1) Given the product [ClH:38].[ClH:38].[CH2:31]([N:29]([CH3:30])[CH2:28][C@H:9]1[CH2:10][N:11]([C:14]2[CH:19]=[CH:18][C:17]([O:20][CH3:21])=[C:16]([O:22][CH:23]3[CH2:27][CH2:26][CH2:25][CH2:24]3)[CH:15]=2)[CH2:12][CH2:13][NH:8]1)[C:32]1[CH:33]=[CH:34][CH:35]=[CH:36][CH:37]=1, predict the reactants needed to synthesize it. The reactants are: C(OC([N:8]1[CH2:13][CH2:12][N:11]([C:14]2[CH:19]=[CH:18][C:17]([O:20][CH3:21])=[C:16]([O:22][CH:23]3[CH2:27][CH2:26][CH2:25][CH2:24]3)[CH:15]=2)[CH2:10][C@@H:9]1[CH2:28][N:29]([CH2:31][C:32]1[CH:37]=[CH:36][CH:35]=[CH:34][CH:33]=1)[CH3:30])=O)(C)(C)C.[ClH:38]. (2) Given the product [CH3:1][O:2][C:3]1[N:8]=[C:7]2[C:9]([CH3:14])([CH3:15])[C:10](=[O:13])[N:11]([CH3:12])[C:6]2=[CH:5][C:4]=1[CH:16]=[O:19], predict the reactants needed to synthesize it. The reactants are: [CH3:1][O:2][C:3]1[N:8]=[C:7]2[C:9]([CH3:15])([CH3:14])[C:10](=[O:13])[N:11]([CH3:12])[C:6]2=[CH:5][C:4]=1[CH:16]=C.C[OH:19].